This data is from Catalyst prediction with 721,799 reactions and 888 catalyst types from USPTO. The task is: Predict which catalyst facilitates the given reaction. (1) Reactant: [CH3:1][C:2]([CH3:15])([S:4]([NH:6][C:7]1(/[C:11](=[N:13]/[OH:14])/[NH2:12])[CH2:10][CH2:9][CH2:8]1)=[O:5])[CH3:3].[CH3:16]OC(OC)N(C)C. Product: [O:14]1[CH:16]=[N:12][C:11]([C:7]2([NH:6][S:4]([C:2]([CH3:15])([CH3:1])[CH3:3])=[O:5])[CH2:10][CH2:9][CH2:8]2)=[N:13]1. The catalyst class is: 12. (2) Reactant: [CH:1]1([NH:6][C:7]2[N:15]=[CH:14][N:13]=[C:12]3[C:8]=2[N:9]=[CH:10][N:11]3[C@H:16]2[C@H:20]([OH:21])[C@H:19]([OH:22])[C@@H:18]([C:23]#[CH:24])[O:17]2)[CH2:5][CH2:4][CH2:3][CH2:2]1.I[C:26]1[CH:31]=[CH:30][CH:29]=[CH:28][C:27]=1[C:32]([F:35])([F:34])[F:33].C(N(CC)CC)C. Product: [CH:1]1([NH:6][C:7]2[N:15]=[CH:14][N:13]=[C:12]3[C:8]=2[N:9]=[CH:10][N:11]3[C@H:16]2[C@H:20]([OH:21])[C@H:19]([OH:22])[C@@H:18]([C:23]#[C:24][C:26]3[CH:31]=[CH:30][CH:29]=[CH:28][C:27]=3[C:32]([F:35])([F:34])[F:33])[O:17]2)[CH2:2][CH2:3][CH2:4][CH2:5]1. The catalyst class is: 804. (3) Reactant: [CH3:1][C:2]1[CH:3]=[C:4]([CH:15]=[CH:16][C:17]=1[N+:18]([O-])=O)[O:5][CH2:6][CH2:7][CH2:8][N:9]1[CH2:14][CH2:13][O:12][CH2:11][CH2:10]1. Product: [CH3:1][C:2]1[CH:3]=[C:4]([O:5][CH2:6][CH2:7][CH2:8][N:9]2[CH2:10][CH2:11][O:12][CH2:13][CH2:14]2)[CH:15]=[CH:16][C:17]=1[NH2:18]. The catalyst class is: 45. (4) Reactant: [CH3:1][N:2]1[CH2:7][CH2:6][N:5]([C:8]2[CH:13]=[CH:12][C:11]([N+:14]([O-:16])=[O:15])=[CH:10][N:9]=2)[CH2:4][CH2:3]1.Cl[CH2:18][S:19]([C:22]1[CH:27]=[CH:26][CH:25]=[CH:24][CH:23]=1)(=[O:21])=[O:20].CC([O-])(C)C.[K+]. Product: [CH3:1][N:2]1[CH2:7][CH2:6][N:5]([C:8]2[CH:13]=[CH:12][C:11]([N+:14]([O-:16])=[O:15])=[C:10]([CH2:18][S:19]([C:22]3[CH:27]=[CH:26][CH:25]=[CH:24][CH:23]=3)(=[O:21])=[O:20])[N:9]=2)[CH2:4][CH2:3]1. The catalyst class is: 1. (5) Reactant: [CH:1]1([O:7][CH2:8][C:9]([CH2:16][O:17][CH3:18])([C:12]([CH3:15])([CH3:14])[CH3:13])[CH2:10][OH:11])[CH2:6][CH2:5][CH2:4][CH2:3][CH2:2]1.[H-].[Na+].CI.[CH3:23]CCCCC.C(OCC)(=O)C.C(N(CC)CC)C. Product: [CH:1]1([O:7][CH2:8][C:9]([CH2:10][O:11][CH3:23])([CH2:16][O:17][CH3:18])[C:12]([CH3:15])([CH3:13])[CH3:14])[CH2:6][CH2:5][CH2:4][CH2:3][CH2:2]1. The catalyst class is: 1.